From a dataset of NCI-60 drug combinations with 297,098 pairs across 59 cell lines. Regression. Given two drug SMILES strings and cell line genomic features, predict the synergy score measuring deviation from expected non-interaction effect. (1) Drug 1: C(=O)(N)NO. Drug 2: CN(CCCl)CCCl.Cl. Cell line: SF-295. Synergy scores: CSS=24.2, Synergy_ZIP=-3.57, Synergy_Bliss=-0.702, Synergy_Loewe=-23.4, Synergy_HSA=0.733. (2) Drug 1: CNC(=O)C1=CC=CC=C1SC2=CC3=C(C=C2)C(=NN3)C=CC4=CC=CC=N4. Drug 2: CCCCC(=O)OCC(=O)C1(CC(C2=C(C1)C(=C3C(=C2O)C(=O)C4=C(C3=O)C=CC=C4OC)O)OC5CC(C(C(O5)C)O)NC(=O)C(F)(F)F)O. Cell line: IGROV1. Synergy scores: CSS=1.32, Synergy_ZIP=-0.753, Synergy_Bliss=-2.70, Synergy_Loewe=-3.98, Synergy_HSA=-2.75. (3) Drug 1: CC1C(C(CC(O1)OC2CC(CC3=C2C(=C4C(=C3O)C(=O)C5=C(C4=O)C(=CC=C5)OC)O)(C(=O)CO)O)N)O.Cl. Drug 2: C1=C(C(=O)NC(=O)N1)F. Cell line: SN12C. Synergy scores: CSS=28.1, Synergy_ZIP=-0.535, Synergy_Bliss=-0.657, Synergy_Loewe=-0.512, Synergy_HSA=0.119. (4) Drug 1: C1CCC(CC1)NC(=O)N(CCCl)N=O. Drug 2: CC(C)(C#N)C1=CC(=CC(=C1)CN2C=NC=N2)C(C)(C)C#N. Cell line: KM12. Synergy scores: CSS=14.2, Synergy_ZIP=-5.87, Synergy_Bliss=-5.01, Synergy_Loewe=-1.32, Synergy_HSA=-1.59. (5) Drug 1: C1CCC(C1)C(CC#N)N2C=C(C=N2)C3=C4C=CNC4=NC=N3. Drug 2: C1CCC(CC1)NC(=O)N(CCCl)N=O. Cell line: MOLT-4. Synergy scores: CSS=33.4, Synergy_ZIP=8.29, Synergy_Bliss=11.4, Synergy_Loewe=-4.19, Synergy_HSA=11.9. (6) Drug 1: CC12CCC3C(C1CCC2=O)CC(=C)C4=CC(=O)C=CC34C. Drug 2: COC1=NC(=NC2=C1N=CN2C3C(C(C(O3)CO)O)O)N. Cell line: OVCAR-5. Synergy scores: CSS=32.1, Synergy_ZIP=4.52, Synergy_Bliss=4.71, Synergy_Loewe=-7.39, Synergy_HSA=3.74. (7) Drug 2: CC1C(C(CC(O1)OC2CC(CC3=C2C(=C4C(=C3O)C(=O)C5=CC=CC=C5C4=O)O)(C(=O)C)O)N)O. Drug 1: CN(C)C1=NC(=NC(=N1)N(C)C)N(C)C. Cell line: HOP-62. Synergy scores: CSS=38.9, Synergy_ZIP=-0.537, Synergy_Bliss=-1.67, Synergy_Loewe=-35.6, Synergy_HSA=-0.967. (8) Drug 1: C1=CC(=C(C=C1I)F)NC2=C(C=CC(=C2F)F)C(=O)NOCC(CO)O. Drug 2: C1CCC(C(C1)[NH-])[NH-].C(=O)(C(=O)[O-])[O-].[Pt+4]. Cell line: HCT116. Synergy scores: CSS=68.7, Synergy_ZIP=4.73, Synergy_Bliss=4.81, Synergy_Loewe=4.79, Synergy_HSA=10.3. (9) Drug 1: CCN(CC)CCNC(=O)C1=C(NC(=C1C)C=C2C3=C(C=CC(=C3)F)NC2=O)C. Drug 2: CN1C2=C(C=C(C=C2)N(CCCl)CCCl)N=C1CCCC(=O)O.Cl. Cell line: A498. Synergy scores: CSS=-6.79, Synergy_ZIP=2.33, Synergy_Bliss=0.981, Synergy_Loewe=-4.01, Synergy_HSA=-3.36.